This data is from Catalyst prediction with 721,799 reactions and 888 catalyst types from USPTO. The task is: Predict which catalyst facilitates the given reaction. (1) Reactant: [Br:1][C:2]1[CH:3]=[C:4]([CH2:9][OH:10])[CH:5]=[C:6]([F:8])[CH:7]=1.[Cr](Cl)([O-])(=O)=O.[NH+]1C=CC=CC=1. Product: [Br:1][C:2]1[CH:3]=[C:4]([CH:5]=[C:6]([F:8])[CH:7]=1)[CH:9]=[O:10]. The catalyst class is: 2. (2) Reactant: [CH2:1]([NH2:4])[CH:2]=[CH2:3].[O-]S([O-])(=O)=O.[Mg+2].[CH2:11]([O:18][C:19]([NH:21][C:22]([CH3:29])([CH:27]=O)[C:23]([O:25][CH3:26])=[O:24])=[O:20])[C:12]1[CH:17]=[CH:16][CH:15]=[CH:14][CH:13]=1. Product: [CH2:1]([NH:4][CH2:29][C:22]([NH:21][C:19]([O:18][CH2:11][C:12]1[CH:17]=[CH:16][CH:15]=[CH:14][CH:13]=1)=[O:20])([CH3:27])[C:23]([O:25][CH3:26])=[O:24])[CH:2]=[CH2:3]. The catalyst class is: 2. (3) Reactant: [Cl:1][C:2]1[CH:3]=[CH:4][C:5]([CH3:10])=[C:6]([CH:9]=1)[CH:7]=O.[Li+].[CH3:12][Si:13]([N-][Si:13]([CH3:15])([CH3:14])[CH3:12])([CH3:15])[CH3:14].C[Si](Cl)(C)C.[CH2:26]([N:28](CC)CC)[CH3:27].C(Cl)(=[O:35])C. Product: [Cl:1][C:2]1[CH:3]=[CH:4][C:5]([CH3:10])=[C:6]([CH:7]=[N:28][C:26]([O:35][Si:13]([CH3:15])([CH3:14])[CH3:12])=[CH2:27])[CH:9]=1. The catalyst class is: 1. (4) Reactant: [Cl:1][C:2]1[CH:33]=[CH:32][CH:31]=[C:30]([Cl:34])[C:3]=1[C:4]([NH:6][C@H:7]([C:26]([O:28][CH3:29])=[O:27])[CH2:8][C:9]1[CH:14]=[CH:13][C:12]([CH2:15][CH2:16][CH2:17][C:18]2[CH:23]=[CH:22][CH:21]=[C:20]([NH:24][CH3:25])[N:19]=2)=[CH:11][CH:10]=1)=O.COC1C=CC(P2(SP(C3C=CC(OC)=CC=3)(=S)S2)=[S:44])=CC=1. Product: [Cl:1][C:2]1[CH:33]=[CH:32][CH:31]=[C:30]([Cl:34])[C:3]=1[C:4]([NH:6][C@H:7]([C:26]([O:28][CH3:29])=[O:27])[CH2:8][C:9]1[CH:14]=[CH:13][C:12]([CH2:15][CH2:16][CH2:17][C:18]2[CH:23]=[CH:22][CH:21]=[C:20]([NH:24][CH3:25])[N:19]=2)=[CH:11][CH:10]=1)=[S:44]. The catalyst class is: 11. (5) Reactant: C(N(CC)CC)C.[NH2:8][C:9]1[N:17]=[C:16]([F:18])[CH:15]=[CH:14][C:10]=1[C:11]([OH:13])=O.[CH3:19][O:20][C:21]1[CH:26]=[CH:25][C:24]([O:27][C:28]2[CH:35]=[CH:34][C:31]([CH2:32][NH2:33])=[CH:30][CH:29]=2)=[CH:23][CH:22]=1.CN([P+](ON1N=NC2C=CC=CC1=2)(N(C)C)N(C)C)C.F[P-](F)(F)(F)(F)F. Product: [CH3:19][O:20][C:21]1[CH:22]=[CH:23][C:24]([O:27][C:28]2[CH:35]=[CH:34][C:31]([CH2:32][NH:33][C:11](=[O:13])[C:10]3[CH:14]=[CH:15][C:16]([F:18])=[N:17][C:9]=3[NH2:8])=[CH:30][CH:29]=2)=[CH:25][CH:26]=1. The catalyst class is: 3.